Dataset: Catalyst prediction with 721,799 reactions and 888 catalyst types from USPTO. Task: Predict which catalyst facilitates the given reaction. (1) Reactant: I[C:2]1[CH:3]=[C:4]([N:11]2[CH2:16][CH2:15][O:14][CH2:13][CH2:12]2)[CH:5]=[N:6][C:7]=1[N+:8]([O-:10])=[O:9].[NH:17]1[CH2:22][CH2:21][O:20][CH2:19][CH2:18]1. Product: [N+:8]([C:7]1[C:2]([N:17]2[CH2:22][CH2:21][O:20][CH2:19][CH2:18]2)=[CH:3][C:4]([N:11]2[CH2:16][CH2:15][O:14][CH2:13][CH2:12]2)=[CH:5][N:6]=1)([O-:10])=[O:9]. The catalyst class is: 27. (2) Reactant: C([O:5][C:6](=[O:26])[CH2:7][C@@H:8]([NH:16]S(C1C=CC(C)=CC=1)=O)[C@H:9]([CH3:15])[C@H:10]([CH3:14])[CH2:11][CH2:12][CH3:13])(C)(C)C.FC(F)(F)C(O)=O. Product: [NH2:16][C@@H:8]([C@H:9]([CH3:15])[C@H:10]([CH3:14])[CH2:11][CH2:12][CH3:13])[CH2:7][C:6]([OH:26])=[O:5]. The catalyst class is: 5.